The task is: Predict the reaction yield, written as a fraction of the theoretical maximum amount of product (1.0 means a 100% yield; for example, 0.34 means a 34% yield).. This data is from Reaction yield outcomes from USPTO patents with 853,638 reactions. (1) The reactants are [CH:1]1[C:13]2[CH:12]([CH2:14][O:15][C:16]([NH:18][C:19]([CH3:55])([C:21]([NH:23][C@H:24]([C:28]([N:30]([C@@H:32]([C@@H:51]([CH3:54])[CH2:52][CH3:53])[C@H:33]([O:49][CH3:50])[CH2:34][C:35](=[O:48])OC3C(F)=C(F)C(F)=C(F)C=3F)[CH3:31])=[O:29])[CH:25]([CH3:27])[CH3:26])=[O:22])[CH3:20])=[O:17])[C:11]3[C:6](=[CH:7][CH:8]=[CH:9][CH:10]=3)[C:5]=2[CH:4]=[CH:3][CH:2]=1.Cl.[CH3:57][O:58][C@@H:59]([C@@H:65]1[CH2:69][CH2:68][CH2:67][NH:66]1)[C@@H:60]([CH3:64])[C:61]([OH:63])=[O:62].C(N(C(C)C)CC)(C)C. The catalyst is ClCCl. The product is [CH:5]1[C:13]2[CH:12]([CH2:14][O:15][C:16]([NH:18][C:19]([CH3:55])([C:21]([NH:23][C@H:24]([C:28]([N:30]([C@@H:32]([C@@H:51]([CH3:54])[CH2:52][CH3:53])[C@H:33]([O:49][CH3:50])[CH2:34][C:35]([N:66]3[CH2:67][CH2:68][CH2:69][C@H:65]3[C@H:59]([O:58][CH3:57])[C@H:60]([C:61]([OH:63])=[O:62])[CH3:64])=[O:48])[CH3:31])=[O:29])[CH:25]([CH3:26])[CH3:27])=[O:22])[CH3:20])=[O:17])[C:11]3[C:6](=[CH:7][CH:8]=[CH:9][CH:10]=3)[C:1]=2[CH:2]=[CH:3][CH:4]=1. The yield is 0.920. (2) The reactants are [Cl:1][CH2:2][C:3]([NH:5][CH:6]([CH2:9][CH3:10])[CH:7]=[O:8])=O.O=P(Cl)(Cl)Cl. The catalyst is ClCCl. The product is [Cl:1][CH2:2][C:3]1[O:8][CH:7]=[C:6]([CH2:9][CH3:10])[N:5]=1. The yield is 0.280. (3) The reactants are [C:1]([C:3]1[C:4]([C:14]2[CH:19]=[CH:18][C:17]([C:20]3[CH:25]=[CH:24][CH:23]=[CH:22][C:21]=3[C:26]#[N:27])=[CH:16][CH:15]=2)=[C:5]([C:11]([NH2:13])=[O:12])[N:6]([CH3:10])[C:7]=1[CH2:8][CH3:9])#[N:2]. The catalyst is COC(N(C)C)OC. The product is [CH3:5][N:6]([CH:10]=[N:13][C:11]([C:5]1[N:6]([CH3:10])[C:7]([CH2:8][CH3:9])=[C:3]([C:1]#[N:2])[C:4]=1[C:14]1[CH:19]=[CH:18][C:17]([C:20]2[CH:25]=[CH:24][CH:23]=[CH:22][C:21]=2[C:26]#[N:27])=[CH:16][CH:15]=1)=[O:12])[CH3:7]. The yield is 0.950. (4) The reactants are [Br:1][C:2]1[C:3]([F:28])=[C:4]([CH:19]=[N:20][C:21]([O:23][Si](C)(C)C)=[CH2:22])[C:5]([O:8][CH2:9][CH2:10][O:11][Si](C(C)(C)C)(C)C)=[CH:6][CH:7]=1.C(OC([N:36]1[C:44]2[C:39](=[CH:40][CH:41]=[C:42]([Cl:45])[CH:43]=2)/[C:38](=[CH:46]/[C:47]2[CH:52]=[CH:51][CH:50]=[C:49]([Cl:53])[CH:48]=2)/[C:37]1=[O:54])=O)(C)(C)C.CO. The catalyst is C1(C)C=CC=CC=1. The product is [Br:1][C:2]1[C:3]([F:28])=[C:4]([CH:19]2[C:38]3([C:39]4[C:44](=[CH:43][C:42]([Cl:45])=[CH:41][CH:40]=4)[NH:36][C:37]3=[O:54])[CH:46]([C:47]3[CH:52]=[CH:51][CH:50]=[C:49]([Cl:53])[CH:48]=3)[CH2:23][C:21](=[O:22])[NH:20]2)[C:5]([O:8][CH2:9][CH2:10][OH:11])=[CH:6][CH:7]=1. The yield is 0.656. (5) The catalyst is O. The reactants are C(O)[C@H]1O[C@H](O[C@]2(CO)O[C@H](CO)[C@@H](O)[C@@H]2O)[C@H](O)[C@@H](O)[C@@H]1O.[CH3:24][O:25][C:26]([C:28]1[CH2:29][S:30][CH2:31][CH2:32][C:33]=1[OH:34])=[O:27]. The product is [CH3:24][O:25][C:26]([C@H:28]1[C@@H:33]([OH:34])[CH2:32][CH2:31][S:30][CH2:29]1)=[O:27]. The yield is 0.993.